This data is from Peptide-MHC class II binding affinity with 134,281 pairs from IEDB. The task is: Regression. Given a peptide amino acid sequence and an MHC pseudo amino acid sequence, predict their binding affinity value. This is MHC class II binding data. (1) The peptide sequence is SQDLELSWNLNGEQAY. The MHC is DRB1_1302 with pseudo-sequence DRB1_1302. The binding affinity (normalized) is 0.617. (2) The peptide sequence is IEFRFYKEITNVFRG. The MHC is DRB4_0101 with pseudo-sequence DRB4_0103. The binding affinity (normalized) is 0.433. (3) The peptide sequence is FDNIYSVNIERGLGL. The MHC is DRB1_1501 with pseudo-sequence DRB1_1501. The binding affinity (normalized) is 0.448.